This data is from Full USPTO retrosynthesis dataset with 1.9M reactions from patents (1976-2016). The task is: Predict the reactants needed to synthesize the given product. (1) Given the product [O:14]=[C:12]1[N:11]([C:15]2[CH:20]=[CH:19][CH:18]=[C:17]([C:21]([F:22])([F:24])[F:23])[CH:16]=2)[C:10]2[CH2:25][CH2:26][C:27](=[O:28])[C:9]=2[CH:8]([C:5]2[CH:6]=[CH:7][C:2]([C:32]#[N:33])=[CH:3][C:4]=2[S:29][CH3:30])[NH:13]1, predict the reactants needed to synthesize it. The reactants are: Br[C:2]1[CH:7]=[CH:6][C:5]([CH:8]2[NH:13][C:12](=[O:14])[N:11]([C:15]3[CH:20]=[CH:19][CH:18]=[C:17]([C:21]([F:24])([F:23])[F:22])[CH:16]=3)[C:10]3[CH2:25][CH2:26][C:27](=[O:28])[C:9]2=3)=[C:4]([S:29][CH3:30])[CH:3]=1.O.[CH3:32][N:33](C)C=O. (2) Given the product [I:3][C:30]1[N:26]=[CH:25][N:24]([CH2:10][CH2:11][C:12]([NH:15][C:16](=[O:22])[O:17][C:18]([CH3:21])([CH3:20])[CH3:19])([CH3:14])[CH3:13])[CH:29]=1, predict the reactants needed to synthesize it. The reactants are: [H-].[Na+].[I:3]C1NC=CN=1.Cl[CH2:10][CH2:11][C:12]([NH:15][C:16](=[O:22])[O:17][C:18]([CH3:21])([CH3:20])[CH3:19])([CH3:14])[CH3:13].C[N:24]1[CH2:29]CC[N:26]([CH3:30])[C:25]1=O. (3) Given the product [CH3:1][O:2][C:3]1[CH:8]=[CH:7][CH:6]=[CH:5][C:4]=1[N:9]1[C:13]([C:14]2[CH:22]=[CH:21][C:17]([C:18]([N:33]3[CH2:38][CH2:37][O:36][CH2:35][CH2:34]3)=[O:19])=[CH:16][CH:15]=2)=[CH:12][C:11]([CH:23]2[CH2:28][C:27]([CH3:30])([CH3:29])[O:26][C:25]([CH3:32])([CH3:31])[CH2:24]2)=[N:10]1, predict the reactants needed to synthesize it. The reactants are: [CH3:1][O:2][C:3]1[CH:8]=[CH:7][CH:6]=[CH:5][C:4]=1[N:9]1[C:13]([C:14]2[CH:22]=[CH:21][C:17]([C:18](Cl)=[O:19])=[CH:16][CH:15]=2)=[CH:12][C:11]([CH:23]2[CH2:28][C:27]([CH3:30])([CH3:29])[O:26][C:25]([CH3:32])([CH3:31])[CH2:24]2)=[N:10]1.[NH:33]1[CH2:38][CH2:37][O:36][CH2:35][CH2:34]1. (4) Given the product [C:1]([C:4]1[C:5]([C:34]2[CH:35]=[CH:36][C:37]([F:38])=[C:32]([Cl:31])[CH:33]=2)=[N:6][N:7]2[CH2:12][C:11]3([CH2:14][CH2:13]3)[N:10]([C:15]([O:17][C:18]([CH3:21])([CH3:20])[CH3:19])=[O:16])[CH2:9][C:8]=12)(=[O:3])[NH2:2], predict the reactants needed to synthesize it. The reactants are: [C:1]([C:4]1[C:5](I)=[N:6][N:7]2[CH2:12][C:11]3([CH2:14][CH2:13]3)[N:10]([C:15]([O:17][C:18]([CH3:21])([CH3:20])[CH3:19])=[O:16])[CH2:9][C:8]=12)(=[O:3])[NH2:2].[O-]P([O-])([O-])=O.[K+].[K+].[K+].[Cl:31][C:32]1[CH:33]=[C:34](B(O)O)[CH:35]=[CH:36][C:37]=1[F:38].